Dataset: Full USPTO retrosynthesis dataset with 1.9M reactions from patents (1976-2016). Task: Predict the reactants needed to synthesize the given product. (1) Given the product [N:30]1([NH:29][C:13]([C:10]2[CH:11]=[N:12][C:7]([C:1]3[CH:2]=[CH:3][CH:4]=[CH:5][CH:6]=3)=[N:8][CH:9]=2)=[O:15])[CH2:35][CH2:34][CH2:33][CH2:32][CH2:31]1, predict the reactants needed to synthesize it. The reactants are: [C:1]1([C:7]2[N:12]=[CH:11][C:10]([C:13]([OH:15])=O)=[CH:9][N:8]=2)[CH:6]=[CH:5][CH:4]=[CH:3][CH:2]=1.CN(C)CCCN=C=NCC.ON1[C:32]2[CH:33]=[CH:34][CH:35]=C[C:31]=2[N:30]=[N:29]1.NN1CCCCC1. (2) Given the product [Si:33]([O:34][CH2:35][C:36]([CH3:37])([CH3:41])[CH:38]([OH:39])[CH2:40][N:9]1[C:10](=[O:11])[C:5]2[CH:4]=[C:3]([CH2:1][CH3:2])[S:28][C:6]=2[N:7]([CH2:13][C:14]2[CH:19]=[CH:18][C:17]([C:20]3[C:21]([C:26]#[N:27])=[CH:22][CH:23]=[CH:24][CH:25]=3)=[CH:16][CH:15]=2)[C:8]1=[O:12])([C:29]([CH3:32])([CH3:31])[CH3:30])([CH3:43])[CH3:42], predict the reactants needed to synthesize it. The reactants are: [CH2:1]([C:3]1[S:28][C:6]2[N:7]([CH2:13][C:14]3[CH:19]=[CH:18][C:17]([C:20]4[C:21]([C:26]#[N:27])=[CH:22][CH:23]=[CH:24][CH:25]=4)=[CH:16][CH:15]=3)[C:8](=[O:12])[NH:9][C:10](=[O:11])[C:5]=2[CH:4]=1)[CH3:2].[C:29]([Si:33]([CH3:43])([CH3:42])[O:34][CH2:35][C:36]([CH3:41])([CH:38]1[CH2:40][O:39]1)[CH3:37])([CH3:32])([CH3:31])[CH3:30].C(=O)([O-])[O-].[K+].[K+].CN(C)C=O. (3) Given the product [CH2:33]([C:31]1[CH:32]=[C:27]([C:24]2[CH:25]=[CH:26][C:21]([F:20])=[CH:22][CH:23]=2)[C:28]([O:36][CH2:37][C:38]2[CH:43]=[CH:42][CH:41]=[CH:40][CH:39]=2)=[CH:29][C:30]=1[O:5][CH2:6][CH:7]1[CH2:12][CH2:11][CH2:10][N:9]([C:13]([O:15][C:16]([CH3:19])([CH3:18])[CH3:17])=[O:14])[CH2:8]1)[CH3:34], predict the reactants needed to synthesize it. The reactants are: CS([O:5][CH2:6][CH:7]1[CH2:12][CH2:11][CH2:10][N:9]([C:13]([O:15][C:16]([CH3:19])([CH3:18])[CH3:17])=[O:14])[CH2:8]1)(=O)=O.[F:20][C:21]1[CH:26]=[CH:25][C:24]([C:27]2[C:28]([O:36][CH2:37][C:38]3[CH:43]=[CH:42][CH:41]=[CH:40][CH:39]=3)=[CH:29][CH:30]=[C:31]([CH2:33][CH2:34]O)[CH:32]=2)=[CH:23][CH:22]=1.C(=O)([O-])[O-].[K+].[K+].[I-].[K+]. (4) Given the product [C:8]([C:7]1[N:6]=[CH:5][C:4]([NH:10][C@H:11]([CH2:15][CH:16]2[CH2:21][CH2:20][CH2:19][CH2:18][CH2:17]2)[C:12]([NH2:14])=[O:13])=[CH:3][C:2]=1[NH:29][C:27]1[S:26][N:25]=[C:24]([CH3:23])[CH:28]=1)#[N:9], predict the reactants needed to synthesize it. The reactants are: Br[C:2]1[CH:3]=[C:4]([NH:10][C@H:11]([CH2:15][CH:16]2[CH2:21][CH2:20][CH2:19][CH2:18][CH2:17]2)[C:12]([NH2:14])=[O:13])[CH:5]=[N:6][C:7]=1[C:8]#[N:9].Cl.[CH3:23][C:24]1[CH:28]=[C:27]([NH2:29])[S:26][N:25]=1.O(C1C=CC=CC=1)[Na].O.O.O.CC1(C)C2C(=C(P(C3C=CC=CC=3)C3C=CC=CC=3)C=CC=2)OC2C(P(C3C=CC=CC=3)C3C=CC=CC=3)=CC=CC1=2. (5) Given the product [CH3:2][O:3][C:4]1[CH:5]=[C:6]([C:12]2[C:13]([CH3:25])([CH3:24])[C:14](=[O:23])[N:15]([CH:17]3[CH2:22][CH2:21][N:20]([S:33]([C:29]4[CH:30]=[CH:31][CH:32]=[C:27]([CH3:26])[CH:28]=4)(=[O:35])=[O:34])[CH2:19][CH2:18]3)[N:16]=2)[CH:7]=[CH:8][C:9]=1[O:10][CH3:11], predict the reactants needed to synthesize it. The reactants are: Cl.[CH3:2][O:3][C:4]1[CH:5]=[C:6]([C:12]2[C:13]([CH3:25])([CH3:24])[C:14](=[O:23])[N:15]([CH:17]3[CH2:22][CH2:21][NH:20][CH2:19][CH2:18]3)[N:16]=2)[CH:7]=[CH:8][C:9]=1[O:10][CH3:11].[CH3:26][C:27]1[CH:28]=[C:29]([S:33](Cl)(=[O:35])=[O:34])[CH:30]=[CH:31][CH:32]=1.